Task: Regression. Given two drug SMILES strings and cell line genomic features, predict the synergy score measuring deviation from expected non-interaction effect.. Dataset: NCI-60 drug combinations with 297,098 pairs across 59 cell lines (1) Drug 1: CS(=O)(=O)C1=CC(=C(C=C1)C(=O)NC2=CC(=C(C=C2)Cl)C3=CC=CC=N3)Cl. Drug 2: CS(=O)(=O)OCCCCOS(=O)(=O)C. Cell line: CCRF-CEM. Synergy scores: CSS=21.2, Synergy_ZIP=-11.4, Synergy_Bliss=-8.19, Synergy_Loewe=-14.2, Synergy_HSA=-8.19. (2) Drug 1: CC1C(C(CC(O1)OC2CC(CC3=C2C(=C4C(=C3O)C(=O)C5=C(C4=O)C(=CC=C5)OC)O)(C(=O)CO)O)N)O.Cl. Drug 2: C1CN(CCN1C(=O)CCBr)C(=O)CCBr. Synergy scores: CSS=23.7, Synergy_ZIP=-8.53, Synergy_Bliss=-0.503, Synergy_Loewe=-1.69, Synergy_HSA=-1.44. Cell line: NCI-H522. (3) Drug 1: C1=CC(=CC=C1CC(C(=O)O)N)N(CCCl)CCCl.Cl. Drug 2: C1=NC2=C(N=C(N=C2N1C3C(C(C(O3)CO)O)O)F)N. Cell line: NCI-H322M. Synergy scores: CSS=-7.55, Synergy_ZIP=3.06, Synergy_Bliss=-1.55, Synergy_Loewe=-3.06, Synergy_HSA=-6.12. (4) Synergy scores: CSS=23.1, Synergy_ZIP=2.09, Synergy_Bliss=1.95, Synergy_Loewe=-8.82, Synergy_HSA=1.10. Cell line: RXF 393. Drug 1: C1=CC(=C2C(=C1NCCNCCO)C(=O)C3=C(C=CC(=C3C2=O)O)O)NCCNCCO. Drug 2: CCN(CC)CCNC(=O)C1=C(NC(=C1C)C=C2C3=C(C=CC(=C3)F)NC2=O)C. (5) Drug 1: C1=C(C(=O)NC(=O)N1)N(CCCl)CCCl. Drug 2: C1C(C(OC1N2C=NC3=C(N=C(N=C32)Cl)N)CO)O. Cell line: SK-OV-3. Synergy scores: CSS=10.7, Synergy_ZIP=-3.88, Synergy_Bliss=-4.35, Synergy_Loewe=-4.65, Synergy_HSA=-5.06. (6) Drug 1: CN1C(=O)N2C=NC(=C2N=N1)C(=O)N. Drug 2: CC1CCCC2(C(O2)CC(NC(=O)CC(C(C(=O)C(C1O)C)(C)C)O)C(=CC3=CSC(=N3)C)C)C. Cell line: TK-10. Synergy scores: CSS=31.8, Synergy_ZIP=-1.81, Synergy_Bliss=-2.89, Synergy_Loewe=-17.7, Synergy_HSA=-1.06.